Task: Predict which catalyst facilitates the given reaction.. Dataset: Catalyst prediction with 721,799 reactions and 888 catalyst types from USPTO (1) Reactant: Cl.[F:2][C:3]1[CH:12]=[CH:11][C:10]([O:13]COC)=[C:9]2[C:4]=1[C:5](=[O:25])[C:6]([C:17]1[CH:22]=[CH:21][C:20]([O:23][CH3:24])=[CH:19][CH:18]=1)=[CH:7][NH:8]2.O.[Na]. Product: [F:2][C:3]1[CH:12]=[CH:11][C:10]([OH:13])=[C:9]2[C:4]=1[C:5](=[O:25])[C:6]([C:17]1[CH:22]=[CH:21][C:20]([O:23][CH3:24])=[CH:19][CH:18]=1)=[CH:7][NH:8]2. The catalyst class is: 8. (2) Reactant: Cl[CH2:2][CH2:3][CH2:4][C@H:5]1[CH2:9][CH2:8][C@@H:7]([C:10]2[CH:15]=[CH:14][C:13]([F:16])=[CH:12][CH:11]=2)[N:6]1[S:17]([C:20]1[CH:25]=[CH:24][C:23]([CH3:26])=[CH:22][CH:21]=1)(=[O:19])=[O:18].[NH:27]1[CH:31]=[CH:30][CH:29]=[N:28]1. Product: [F:16][C:13]1[CH:14]=[CH:15][C:10]([C@H:7]2[N:6]([S:17]([C:20]3[CH:25]=[CH:24][C:23]([CH3:26])=[CH:22][CH:21]=3)(=[O:19])=[O:18])[C@@H:5]([CH2:4][CH2:3][CH2:2][N:27]3[CH:31]=[CH:30][CH:29]=[N:28]3)[CH2:9][CH2:8]2)=[CH:11][CH:12]=1. The catalyst class is: 22. (3) Reactant: C([O:4][C:5]1[CH:6]=[N:7][C:8]([Cl:12])=[C:9]([Br:11])[CH:10]=1)(=O)C.[OH-].[Na+]. Product: [Br:11][C:9]1[CH:10]=[C:5]([OH:4])[CH:6]=[N:7][C:8]=1[Cl:12]. The catalyst class is: 1. (4) Reactant: [O:1]=[C:2]1[C:10](=[C:11]2[C:19]3[C:14](=[CH:15][C:16]([C:20]([OH:22])=O)=[CH:17][CH:18]=3)[CH2:13][O:12]2)[C:9]2[C:4](=[CH:5][CH:6]=[CH:7][CH:8]=2)[NH:3]1.C(N1C=CN=C1)(N1C=CN=C1)=O.[CH2:35]([N:37]([CH2:41][CH3:42])[CH2:38][CH2:39][NH2:40])[CH3:36].O. Product: [CH2:35]([N:37]([CH2:41][CH3:42])[CH2:38][CH2:39][NH:40][C:20]([C:16]1[CH:15]=[C:14]2[C:19](=[CH:18][CH:17]=1)[C:11](=[C:10]1[C:9]3[C:4](=[CH:5][CH:6]=[CH:7][CH:8]=3)[NH:3][C:2]1=[O:1])[O:12][CH2:13]2)=[O:22])[CH3:36]. The catalyst class is: 1. (5) Reactant: C(=O)([O-])[O-].[K+].[K+].[F:7][C:8]([F:42])([F:41])[C:9]1[CH:10]=[C:11]([CH:34]=[C:35]([C:37]([F:40])([F:39])[F:38])[CH:36]=1)[CH2:12][NH:13][CH2:14][C:15]1[C:16]([N:25]([CH2:28][CH:29]2[CH2:33][CH2:32][CH2:31][CH2:30]2)[CH2:26][CH3:27])=[N:17][C:18]2[CH2:19][CH2:20][CH2:21][CH2:22][C:23]=2[CH:24]=1.[CH3:43][O:44][C:45](Cl)=[O:46]. Product: [CH3:43][O:44][C:45](=[O:46])[N:13]([CH2:12][C:11]1[CH:10]=[C:9]([C:8]([F:41])([F:7])[F:42])[CH:36]=[C:35]([C:37]([F:40])([F:39])[F:38])[CH:34]=1)[CH2:14][C:15]1[C:16]([N:25]([CH2:28][CH:29]2[CH2:33][CH2:32][CH2:31][CH2:30]2)[CH2:26][CH3:27])=[N:17][C:18]2[CH2:19][CH2:20][CH2:21][CH2:22][C:23]=2[CH:24]=1. The catalyst class is: 1. (6) Reactant: [Cl:1][C:2]1[CH:3]=[C:4]([C:9]2([C:14]([F:17])([F:16])[F:15])[CH2:13][CH2:12][NH:11][CH2:10]2)[CH:5]=[C:6]([Cl:8])[CH:7]=1.[F:18][C:19]1[CH:26]=[CH:25][C:24](I)=[CH:23][C:20]=1[C:21]#[N:22]. Product: [Cl:8][C:6]1[CH:5]=[C:4]([C:9]2([C:14]([F:17])([F:16])[F:15])[CH2:13][CH2:12][N:11]([C:24]3[CH:25]=[CH:26][C:19]([F:18])=[C:20]([CH:23]=3)[C:21]#[N:22])[CH2:10]2)[CH:3]=[C:2]([Cl:1])[CH:7]=1. The catalyst class is: 11. (7) Reactant: C(OC([N:8]1[CH2:13][CH2:12][C:11]([C:15]2[CH:20]=[CH:19][C:18]([O:21][CH2:22][CH2:23][CH2:24][CH2:25][CH2:26][CH3:27])=[CH:17][CH:16]=2)(O)[CH2:10][CH2:9]1)=O)(C)(C)C.FC(F)(F)C(O)=O.[OH-].[Na+]. Product: [CH2:22]([O:21][C:18]1[CH:17]=[CH:16][C:15]([C:11]2[CH2:12][CH2:13][NH:8][CH2:9][CH:10]=2)=[CH:20][CH:19]=1)[CH2:23][CH2:24][CH2:25][CH2:26][CH3:27]. The catalyst class is: 4.